The task is: Predict the product of the given reaction.. This data is from Forward reaction prediction with 1.9M reactions from USPTO patents (1976-2016). (1) Given the reactants Br[C:2]1[C:7]2[S:8][CH2:9][C:10]3[C:14]([C:15]([O:17][CH2:18][CH3:19])=[O:16])=[N:13][N:12]([C:20]4[CH:25]=[CH:24][CH:23]=[CH:22][CH:21]=4)[C:11]=3[C:6]=2[CH:5]=[CH:4][CH:3]=1.COC1C=CC=C(OC)C=1C1C=CC=CC=1P(C1CCCCC1)C1CCCCC1.[CH3:55][N:56](C=O)C.O, predict the reaction product. The product is: [C:55]([C:2]1[C:7]2[S:8][CH2:9][C:10]3[C:14]([C:15]([O:17][CH2:18][CH3:19])=[O:16])=[N:13][N:12]([C:20]4[CH:25]=[CH:24][CH:23]=[CH:22][CH:21]=4)[C:11]=3[C:6]=2[CH:5]=[CH:4][CH:3]=1)#[N:56]. (2) Given the reactants [C:1]1(C)C=CC(S(O)(=O)=O)=CC=1.[C@H:12]12[CH2:18][NH:17][C@H:16]1[CH2:15][N:14]([C:19]1[CH:20]=[CH:21][C:22]([C:25]3[CH:30]=[CH:29][C:28]([C:31](=[O:33])[CH3:32])=[CH:27][CH:26]=3)=[N:23][CH:24]=1)[CH2:13]2.C=O, predict the reaction product. The product is: [CH3:1][N:17]1[CH2:18][C@H:12]2[C@@H:16]1[CH2:15][N:14]([C:19]1[CH:20]=[CH:21][C:22]([C:25]3[CH:30]=[CH:29][C:28]([C:31](=[O:33])[CH3:32])=[CH:27][CH:26]=3)=[N:23][CH:24]=1)[CH2:13]2. (3) Given the reactants CCN(C(C)C)C(C)C.[Cl:10][C:11]1[CH:16]=[CH:15][C:14]([C:17]2([NH:20][C:21]3[N:26]=[C:25]([O:27][CH2:28][C:29]([F:32])([F:31])[F:30])[N:24]=[C:23]([NH:33][C:34]4[CH:42]=[CH:41][C:37]([C:38](Cl)=[O:39])=[CH:36][CH:35]=4)[N:22]=3)[CH2:19][CH2:18]2)=[CH:13][CH:12]=1.[N:43]1([C:50](=[NH:52])[NH2:51])[CH2:49][CH2:48][CH2:47][NH:46][CH2:45][CH2:44]1, predict the reaction product. The product is: [Cl:10][C:11]1[CH:12]=[CH:13][C:14]([C:17]2([NH:20][C:21]3[N:26]=[C:25]([O:27][CH2:28][C:29]([F:30])([F:31])[F:32])[N:24]=[C:23]([NH:33][C:34]4[CH:42]=[CH:41][C:37]([C:38]([N:46]5[CH2:47][CH2:48][CH2:49][N:43]([C:50](=[NH:51])[NH2:52])[CH2:44][CH2:45]5)=[O:39])=[CH:36][CH:35]=4)[N:22]=3)[CH2:18][CH2:19]2)=[CH:15][CH:16]=1. (4) Given the reactants [CH3:1][O:2][C:3]([C:5]1[CH:6]=[N:7][N:8]([C:11]([CH3:14])([CH3:13])[CH3:12])[C:9]=1[CH3:10])=[O:4].[Br:15]N1C(=O)CCC1=O.[Al], predict the reaction product. The product is: [CH3:1][O:2][C:3]([C:5]1[CH:6]=[N:7][N:8]([C:11]([CH3:14])([CH3:13])[CH3:12])[C:9]=1[CH2:10][Br:15])=[O:4]. (5) The product is: [C:1]([N:8]1[CH2:13][CH2:12][N:11]([C:14]2[CH:19]=[CH:18][CH:17]=[CH:16][C:15]=2[NH:20][C:25]([NH:24][CH:21]([CH3:23])[CH3:22])=[O:26])[CH2:10][CH2:9]1)([O:3][C:4]([CH3:7])([CH3:6])[CH3:5])=[O:2]. Given the reactants [C:1]([N:8]1[CH2:13][CH2:12][N:11]([C:14]2[CH:19]=[CH:18][CH:17]=[CH:16][C:15]=2[NH2:20])[CH2:10][CH2:9]1)([O:3][C:4]([CH3:7])([CH3:6])[CH3:5])=[O:2].[CH:21]([N:24]=[C:25]=[O:26])([CH3:23])[CH3:22], predict the reaction product. (6) Given the reactants [CH2:1]([NH:3][C:4]([NH:6][C:7]1[S:8][C:9]2[C:15]([NH:16][C:17]([C:19]3[N:24]=[CH:23][CH:22]=[CH:21][N:20]=3)=[O:18])=[CH:14][C:13]([C:25]3[CH:26]=[N:27][C:28]([N:31]4[CH2:36][CH2:35][C:34]([CH3:42])([C:37]([O:39]CC)=[O:38])[CH2:33][CH2:32]4)=[N:29][CH:30]=3)=[CH:12][C:10]=2[N:11]=1)=[O:5])[CH3:2].CC(C)([O-])C.[K+], predict the reaction product. The product is: [CH2:1]([NH:3][C:4]([NH:6][C:7]1[S:8][C:9]2[C:15]([NH:16][C:17]([C:19]3[N:20]=[CH:21][CH:22]=[CH:23][N:24]=3)=[O:18])=[CH:14][C:13]([C:25]3[CH:26]=[N:27][C:28]([N:31]4[CH2:32][CH2:33][C:34]([CH3:42])([C:37]([OH:39])=[O:38])[CH2:35][CH2:36]4)=[N:29][CH:30]=3)=[CH:12][C:10]=2[N:11]=1)=[O:5])[CH3:2]. (7) Given the reactants [CH3:1][O:2][C:3]1[C:8]([C:9]([OH:11])=O)=[CH:7][C:6]([C:12]([NH2:14])=[O:13])=[CH:5][CH:4]=1.[CH3:15][O:16][C:17]1[CH:23]=[CH:22][C:21]([O:24][CH3:25])=[CH:20][C:18]=1[NH2:19], predict the reaction product. The product is: [CH3:15][O:16][C:17]1[CH:23]=[CH:22][C:21]([O:24][CH3:25])=[CH:20][C:18]=1[NH:19][C:9](=[O:11])[C:8]1[CH:7]=[C:6]([CH:5]=[CH:4][C:3]=1[O:2][CH3:1])[C:12]([NH2:14])=[O:13]. (8) Given the reactants [Cl:1][C:2]1[CH:3]=[C:4]2[C:9](=[CH:10][CH:11]=1)[N:8]=[C:7]([O:12][CH3:13])[C:6]([NH:14][C:15](=[O:19])OCC)=[N:5]2.[CH3:20][C:21]1[CH:22]=[C:23]([N:28]2[CH2:33][CH2:32][NH:31][CH2:30][CH2:29]2)[CH:24]=[C:25]([CH3:27])[CH:26]=1, predict the reaction product. The product is: [Cl:1][C:2]1[CH:3]=[C:4]2[C:9](=[CH:10][CH:11]=1)[N:8]=[C:7]([O:12][CH3:13])[C:6]([NH:14][C:15]([N:31]1[CH2:32][CH2:33][N:28]([C:23]3[CH:24]=[C:25]([CH3:27])[CH:26]=[C:21]([CH3:20])[CH:22]=3)[CH2:29][CH2:30]1)=[O:19])=[N:5]2. (9) Given the reactants [Cl:1][C:2]1[C:7]([F:8])=[CH:6][CH:5]=[C:4]([O:9][CH3:10])[C:3]=1[C@H:11]([C:13]1[C:21]2[C:16](=[N:17][CH:18]=[C:19](B3OC(C)(C)C(C)(C)O3)[CH:20]=2)[NH:15][CH:14]=1)[CH3:12].[Si]([O:38][C@H:39]1[CH2:44][CH2:43][C@H:42]([N:45]2[C:49]([CH3:50])=[C:48](I)[C:47]([CH3:52])=[N:46]2)[CH2:41][CH2:40]1)(C(C)(C)C)(C)C.C([O-])(O)=O.[Na+].Cl, predict the reaction product. The product is: [Cl:1][C:2]1[C:7]([F:8])=[CH:6][CH:5]=[C:4]([O:9][CH3:10])[C:3]=1[C@H:11]([C:13]1[C:21]2[C:16](=[N:17][CH:18]=[C:19]([C:48]3[C:47]([CH3:52])=[N:46][N:45]([C@H:42]4[CH2:43][CH2:44][C@H:39]([OH:38])[CH2:40][CH2:41]4)[C:49]=3[CH3:50])[CH:20]=2)[NH:15][CH:14]=1)[CH3:12].